From a dataset of Full USPTO retrosynthesis dataset with 1.9M reactions from patents (1976-2016). Predict the reactants needed to synthesize the given product. Given the product [CH:27]([O:26][P:24]([C:21]1[CH:22]=[CH:23][C:18]([O:17][C:6]2[CH:5]=[C:4]([CH:9]=[C:8]([S:10][C:11]3[N:12]([CH3:16])[CH:13]=[CH:14][N:15]=3)[CH:7]=2)[C:3]([OH:34])=[O:2])=[CH:19][CH:20]=1)([O:30][CH:31]([CH3:33])[CH3:32])=[O:25])([CH3:28])[CH3:29], predict the reactants needed to synthesize it. The reactants are: C[O:2][C:3](=[O:34])[C:4]1[CH:9]=[C:8]([S:10][C:11]2[N:12]([CH3:16])[CH:13]=[CH:14][N:15]=2)[CH:7]=[C:6]([O:17][C:18]2[CH:23]=[CH:22][C:21]([P:24]([O:30][CH:31]([CH3:33])[CH3:32])([O:26][CH:27]([CH3:29])[CH3:28])=[O:25])=[CH:20][CH:19]=2)[CH:5]=1.O1CCOCC1.[OH-].[Na+].